Dataset: Full USPTO retrosynthesis dataset with 1.9M reactions from patents (1976-2016). Task: Predict the reactants needed to synthesize the given product. (1) The reactants are: [NH:1]1[C:9]2[C:4](=[CH:5][CH:6]=[CH:7][CH:8]=2)[C:3]([CH2:10][CH2:11][C:12]([N:14]2[CH2:19][CH:18]3[CH:16]([C:17]3([C:21]3[CH:22]=[C:23]([NH:27][S:28]([CH3:31])(=[O:30])=[O:29])[CH:24]=[CH:25][CH:26]=3)[CH3:20])[CH2:15]2)=O)=[CH:2]1.[H-].[Al+3].[Li+].[H-].[H-].[H-].O.C(=O)([O-])O.[Na+]. Given the product [NH:1]1[C:9]2[C:4](=[CH:5][CH:6]=[CH:7][CH:8]=2)[C:3]([CH2:10][CH2:11][CH2:12][N:14]2[CH2:15][CH:16]3[CH:18]([C:17]3([C:21]3[CH:22]=[C:23]([NH:27][S:28]([CH3:31])(=[O:29])=[O:30])[CH:24]=[CH:25][CH:26]=3)[CH3:20])[CH2:19]2)=[CH:2]1, predict the reactants needed to synthesize it. (2) Given the product [CH2:27]([O:26][C:24](=[O:25])[CH2:23][N:18]1[C:17]2[C:21](=[N:22][C:14]([N:11]3[CH2:12][CH2:13][NH:8][CH2:9][CH2:10]3)=[N:15][C:16]=2[Cl:32])[N:20]=[CH:19]1)[CH3:28], predict the reactants needed to synthesize it. The reactants are: C(OC([N:8]1[CH2:13][CH2:12][N:11]([C:14]2[NH:15][C:16](=O)[C:17]3[N:18]([CH2:23][C:24]([O:26][CH2:27][CH3:28])=[O:25])[CH:19]=[N:20][C:21]=3[N:22]=2)[CH2:10][CH2:9]1)=O)(C)(C)C.O=P(Cl)(Cl)[Cl:32]. (3) The reactants are: C(OC([N:8]1[CH2:12][CH:11]=[C:10]([C:13](=[O:34])[NH:14][C@H:15]([C:18]2[CH:23]=[CH:22][C:21]([Cl:24])=[C:20]([C:25]([C:27]3[CH:28]=[N:29][CH:30]=[CH:31][CH:32]=3)=[O:26])[C:19]=2[F:33])[CH2:16][CH3:17])[CH2:9]1)=O)(C)(C)C.Cl.CCOC(C)=O. Given the product [Cl:24][C:21]1[CH:22]=[CH:23][C:18]([C@@H:15]([NH:14][C:13]([C:10]2[CH2:9][NH:8][CH2:12][CH:11]=2)=[O:34])[CH2:16][CH3:17])=[C:19]([F:33])[C:20]=1[C:25]([C:27]1[CH:28]=[N:29][CH:30]=[CH:31][CH:32]=1)=[O:26], predict the reactants needed to synthesize it. (4) Given the product [CH3:24][C:22]1[S:23][C:19]([C:17]2[CH:16]=[CH:15][N:14]=[C:13]([NH:12][C:9]3[CH:10]=[CH:11][C:6]([NH:5][C:3](=[O:4])[CH2:2][N:26]4[CH2:31][CH2:30][O:29][CH2:28][CH2:27]4)=[CH:7][CH:8]=3)[N:18]=2)=[C:20]([CH3:25])[N:21]=1, predict the reactants needed to synthesize it. The reactants are: Cl[CH2:2][C:3]([NH:5][C:6]1[CH:11]=[CH:10][C:9]([NH:12][C:13]2[N:18]=[C:17]([C:19]3[S:23][C:22]([CH3:24])=[N:21][C:20]=3[CH3:25])[CH:16]=[CH:15][N:14]=2)=[CH:8][CH:7]=1)=[O:4].[NH:26]1[CH2:31][CH2:30][O:29][CH2:28][CH2:27]1. (5) The reactants are: [CH2:1]([N:3]1[C:12]2[C:7](=[CH:8][CH:9]=[C:10]([N+:13]([O-])=O)[CH:11]=2)[C:6]([CH3:17])([CH3:16])[CH2:5][CH2:4]1)[CH3:2]. Given the product [CH2:1]([N:3]1[C:12]2[C:7](=[CH:8][CH:9]=[C:10]([NH2:13])[CH:11]=2)[C:6]([CH3:16])([CH3:17])[CH2:5][CH2:4]1)[CH3:2], predict the reactants needed to synthesize it.